From a dataset of Full USPTO retrosynthesis dataset with 1.9M reactions from patents (1976-2016). Predict the reactants needed to synthesize the given product. (1) Given the product [CH3:9][CH2:8][CH2:7][CH:6]([CH3:5])[CH3:14].[N+:1]([C:4]1[CH:5]=[C:6]([C:14]2[CH:19]=[CH:18][CH:17]=[C:16]([N:20]3[CH2:24][CH2:23][CH2:22][CH2:21]3)[N:15]=2)[CH:7]=[CH:8][CH:9]=1)([O-:3])=[O:2], predict the reactants needed to synthesize it. The reactants are: [N+:1]([C:4]1[CH:5]=[C:6](B(O)O)[CH:7]=[CH:8][CH:9]=1)([O-:3])=[O:2].Br[C:14]1[CH:19]=[CH:18][CH:17]=[C:16]([N:20]2[CH2:24][CH2:23][CH2:22][CH2:21]2)[N:15]=1.C([O-])(O)=O.[Na+]. (2) Given the product [NH2:1][C:2]1[C:7]2=[C:8]([C:13]3[CH:18]=[CH:17][CH:16]=[C:15]([O:19][CH2:20][C:21]4[CH:22]=[CH:23][CH:24]=[CH:25][CH:26]=4)[CH:14]=3)[CH:9]=[C:10]([CH:11]=[O:12])[N:6]2[N:5]=[CH:4][N:3]=1, predict the reactants needed to synthesize it. The reactants are: [NH2:1][C:2]1[C:7]2=[C:8]([C:13]3[CH:18]=[CH:17][CH:16]=[C:15]([O:19][CH2:20][C:21]4[CH:26]=[CH:25][CH:24]=[CH:23][CH:22]=4)[CH:14]=3)[CH:9]=[C:10]([CH2:11][OH:12])[N:6]2[N:5]=[CH:4][N:3]=1.CC(OI1(OC(C)=O)(OC(C)=O)OC(=O)C2C=CC=CC1=2)=O.